This data is from Forward reaction prediction with 1.9M reactions from USPTO patents (1976-2016). The task is: Predict the product of the given reaction. (1) The product is: [CH3:1][O:2][C:3]1[CH:4]=[CH:5][C:6]([C:9]2[CH2:13][N:34]([CH3:33])[C:11](=[O:14])[C:10]=2[C:15]2[CH:16]=[CH:17][C:18]([O:21][CH2:22][C:23]3[CH:32]=[CH:31][C:30]4[C:25](=[CH:26][CH:27]=[CH:28][CH:29]=4)[N:24]=3)=[CH:19][CH:20]=2)=[CH:7][CH:8]=1. Given the reactants [CH3:1][O:2][C:3]1[CH:8]=[CH:7][C:6]([C:9]2[CH2:13]O[C:11](=[O:14])[C:10]=2[C:15]2[CH:20]=[CH:19][C:18]([O:21][CH2:22][C:23]3[CH:32]=[CH:31][C:30]4[C:25](=[CH:26][CH:27]=[CH:28][CH:29]=4)[N:24]=3)=[CH:17][CH:16]=2)=[CH:5][CH:4]=1.[CH3:33][NH2:34], predict the reaction product. (2) Given the reactants Br[C:2]1[C:7]([Cl:8])=[CH:6][N:5]=[C:4]([NH:9][C:10]2[C:15]([O:16][CH3:17])=[CH:14][C:13]([C:18]3[CH:23]=[CH:22][C:21]([C:24]([O:26][CH3:27])=[O:25])=[CH:20][CH:19]=3)=[C:12]([CH3:28])[CH:11]=2)[CH:3]=1.[CH:29]([S:32]([C:35]1[CH:41]=[CH:40][CH:39]=[CH:38][C:36]=1[NH2:37])(=[O:34])=[O:33])([CH3:31])[CH3:30].C1(P(C2CCCCC2)C2C=CC=CC=2C2C(CCC)=CC(CCC)=CC=2CCC)CCCCC1.CC(C)([O-])C.[Na+], predict the reaction product. The product is: [Cl:8][C:7]1[C:2]([NH:37][C:36]2[CH:38]=[CH:39][CH:40]=[CH:41][C:35]=2[S:32]([CH:29]([CH3:31])[CH3:30])(=[O:34])=[O:33])=[CH:3][C:4]([NH:9][C:10]2[C:15]([O:16][CH3:17])=[CH:14][C:13]([C:18]3[CH:23]=[CH:22][C:21]([C:24]([O:26][CH3:27])=[O:25])=[CH:20][CH:19]=3)=[C:12]([CH3:28])[CH:11]=2)=[N:5][CH:6]=1. (3) Given the reactants [CH3:1][O:2][N:3]=[C:4]1[C:13]2[C:8](=[C:9]([CH3:17])[C:10]([CH3:16])=[C:11]([OH:15])[C:12]=2[CH3:14])[O:7][C:6]([CH3:19])([CH3:18])[CH2:5]1.Cl, predict the reaction product. The product is: [CH3:1][O:2][NH:3][CH:4]1[C:13]2[C:8](=[C:9]([CH3:17])[C:10]([CH3:16])=[C:11]([OH:15])[C:12]=2[CH3:14])[O:7][C:6]([CH3:19])([CH3:18])[CH2:5]1. (4) Given the reactants Cl.Cl.[N:3]12[CH2:10][CH2:9][CH:6]([CH2:7][CH2:8]1)[CH:5]([NH:11][C:12]([C:14]1[S:15][C:16]3[CH:22]=[CH:21][C:20]([NH2:23])=[CH:19][C:17]=3[CH:18]=1)=[O:13])[CH2:4]2.C(N(CC)CC)C.[C:31]([Cl:34])(=[O:33])[CH3:32], predict the reaction product. The product is: [ClH:34].[N:3]12[CH2:8][CH2:7][CH:6]([CH2:9][CH2:10]1)[CH:5]([NH:11][C:12]([C:14]1[S:15][C:16]3[CH:22]=[CH:21][C:20]([NH:23][C:31](=[O:33])[CH3:32])=[CH:19][C:17]=3[CH:18]=1)=[O:13])[CH2:4]2. (5) Given the reactants [CH3:1][S:2][C:3]1[N:8]=[C:7]([NH:9][CH2:10][C:11]2[CH:16]=[CH:15][C:14]([O:17][CH3:18])=[C:13]([Cl:19])[CH:12]=2)[C:6]([CH2:20][OH:21])=[CH:5][N:4]=1, predict the reaction product. The product is: [CH3:1][S:2][C:3]1[N:8]=[C:7]([NH:9][CH2:10][C:11]2[CH:16]=[CH:15][C:14]([O:17][CH3:18])=[C:13]([Cl:19])[CH:12]=2)[C:6]([CH:20]=[O:21])=[CH:5][N:4]=1. (6) The product is: [Cl:21][C:19]1[C:18]([C:22]([F:24])([F:23])[F:25])=[CH:17][N:16]=[C:15]([C:8]2[C:9]([O:11][CH3:12])=[N:10][C:5]([P:2]([CH3:4])([CH3:1])=[O:3])=[CH:6][CH:7]=2)[N:20]=1. Given the reactants [CH3:1][P:2]([C:5]1[N:10]=[C:9]([O:11][CH3:12])[C:8](N)=[CH:7][CH:6]=1)([CH3:4])=[O:3].Cl[C:15]1[N:20]=[C:19]([Cl:21])[C:18]([C:22]([F:25])([F:24])[F:23])=[CH:17][N:16]=1, predict the reaction product. (7) Given the reactants [F:1][C:2]([F:45])([F:44])[C:3]1[CH:4]=[C:5]([C@H:13]([O:15][C@H:16]2[CH2:21][CH2:20][N:19]([C:22]([NH:24][CH:25]3[CH2:30][CH2:29][N:28](C(OC(C)(C)C)=O)[CH2:27][CH2:26]3)=[O:23])[CH2:18][C@H:17]2[C:38]2[CH:43]=[CH:42][CH:41]=[CH:40][CH:39]=2)[CH3:14])[CH:6]=[C:7]([C:9]([F:12])([F:11])[F:10])[CH:8]=1.[ClH:46].C(OCC)(=O)C, predict the reaction product. The product is: [ClH:46].[F:45][C:2]([F:1])([F:44])[C:3]1[CH:4]=[C:5]([C@H:13]([O:15][C@H:16]2[CH2:21][CH2:20][N:19]([C:22]([NH:24][CH:25]3[CH2:30][CH2:29][NH:28][CH2:27][CH2:26]3)=[O:23])[CH2:18][C@H:17]2[C:38]2[CH:43]=[CH:42][CH:41]=[CH:40][CH:39]=2)[CH3:14])[CH:6]=[C:7]([C:9]([F:10])([F:11])[F:12])[CH:8]=1.